Dataset: Retrosynthesis with 50K atom-mapped reactions and 10 reaction types from USPTO. Task: Predict the reactants needed to synthesize the given product. (1) Given the product COc1cncc(-c2cc(C3(c4ccc(O)cc4)N=C(N)N(C)C3=O)ccc2F)c1, predict the reactants needed to synthesize it. The reactants are: CN1C(=O)C(c2ccc(O)cc2)(c2ccc(F)c(Br)c2)N=C1N.COc1cncc(Br)c1. (2) Given the product COCOc1ccc(C(F)(F)F)cc1C=O, predict the reactants needed to synthesize it. The reactants are: CN(C)C=O.COCOc1ccc(C(F)(F)F)cc1. (3) Given the product CCC(C(=O)N1N=C(c2cc(F)ccc2F)CC1(C)c1ccccc1)N1CCN(C)CC1, predict the reactants needed to synthesize it. The reactants are: CCC(Br)C(=O)N1N=C(c2cc(F)ccc2F)CC1(C)c1ccccc1.CN1CCNCC1.